Task: Predict the reactants needed to synthesize the given product.. Dataset: Full USPTO retrosynthesis dataset with 1.9M reactions from patents (1976-2016) (1) The reactants are: [N+:1]([C:4]1[CH:5]=[C:6]([CH:11]=[CH:12][C:13]=1[CH3:14])[C:7]([O:9][CH3:10])=[O:8])([O-:3])=[O:2].[Br:15]N1C(=O)CCC1=O. Given the product [Br:15][CH2:14][C:13]1[CH:12]=[CH:11][C:6]([C:7]([O:9][CH3:10])=[O:8])=[CH:5][C:4]=1[N+:1]([O-:3])=[O:2], predict the reactants needed to synthesize it. (2) Given the product [CH:1]1([CH2:4][O:5][C:6]2[CH:11]=[CH:10][C:9]([CH:12]([CH3:14])[CH3:13])=[CH:8][C:7]=2[C:15]2[C:16]3[N:23]([CH2:24][O:25][CH2:26][CH2:27][Si:28]([CH3:31])([CH3:30])[CH3:29])[C:22]([CH3:32])=[C:21]([C:33]([NH:36][CH:37]4[CH2:38][CH2:39][N:40]([C:43]([O:45][C:46]([CH3:49])([CH3:48])[CH3:47])=[O:44])[CH2:41][CH2:42]4)=[O:34])[C:17]=3[N:18]=[CH:19][N:20]=2)[CH2:3][CH2:2]1, predict the reactants needed to synthesize it. The reactants are: [CH:1]1([CH2:4][O:5][C:6]2[CH:11]=[CH:10][C:9]([CH:12]([CH3:14])[CH3:13])=[CH:8][C:7]=2[C:15]2[C:16]3[N:23]([CH2:24][O:25][CH2:26][CH2:27][Si:28]([CH3:31])([CH3:30])[CH3:29])[C:22]([CH3:32])=[C:21]([C:33](O)=[O:34])[C:17]=3[N:18]=[CH:19][N:20]=2)[CH2:3][CH2:2]1.[NH2:36][CH:37]1[CH2:42][CH2:41][N:40]([C:43]([O:45][C:46]([CH3:49])([CH3:48])[CH3:47])=[O:44])[CH2:39][CH2:38]1. (3) Given the product [NH2:15][C:16]1[N:21]=[CH:20][C:19]([C:9]2[CH:10]=[CH:11][C:6]([C:3]([CH3:5])([CH3:4])[C:1]#[N:2])=[CH:7][CH:8]=2)=[N:18][C:17]=1[C:23]1[CH:24]=[C:25]2[C:30](=[CH:31][CH:32]=1)[C:29](=[O:33])[NH:28][CH2:27][CH2:26]2, predict the reactants needed to synthesize it. The reactants are: [C:1]([C:3]([C:6]1[CH:11]=[CH:10][C:9](B(O)O)=[CH:8][CH:7]=1)([CH3:5])[CH3:4])#[N:2].[NH2:15][C:16]1[C:17]([C:23]2[CH:24]=[C:25]3[C:30](=[CH:31][CH:32]=2)[C:29](=[O:33])[NH:28][CH2:27][CH2:26]3)=[N:18][C:19](Br)=[CH:20][N:21]=1. (4) Given the product [CH:16]1([N:7]2[CH2:8][C:9]([F:15])([F:14])[C:10](=[O:13])[N:11]([CH3:12])[C:5]3[CH:4]=[N:3][C:2]([NH:33][C:34]4[CH:47]=[CH:46][C:37]([C:38]([NH:40][CH2:41][CH2:42][CH2:6][N:7]([CH3:16])[CH3:8])=[O:39])=[CH:36][C:35]=4[O:48][CH3:49])=[N:20][C:6]2=3)[CH2:19][CH2:18][CH2:17]1, predict the reactants needed to synthesize it. The reactants are: Cl[C:2]1[N:3]=[CH:4][C:5]2[N:11]([CH3:12])[C:10](=[O:13])[C:9]([F:15])([F:14])[CH2:8][N:7]([CH:16]3[CH2:19][CH2:18][CH2:17]3)[C:6]=2[N:20]=1.O.C1(C)C(S(O)(=O)=O)=CC=CC=1.[NH2:33][C:34]1[CH:47]=[CH:46][C:37]([C:38]([NH:40][CH2:41][CH2:42]N(C)C)=[O:39])=[CH:36][C:35]=1[O:48][CH3:49]. (5) Given the product [CH3:1][S:2]([C:5]1[CH:6]=[CH:7][C:8]([CH3:14])=[C:9]([N:11]=[C:23]=[O:24])[CH:10]=1)(=[O:4])=[O:3], predict the reactants needed to synthesize it. The reactants are: [CH3:1][S:2]([C:5]1[CH:6]=[CH:7][C:8]([CH3:14])=[C:9]([N+:11]([O-])=O)[CH:10]=1)(=[O:4])=[O:3].NC1C=CC=CC=1.[N-]=[C:23]=[O:24]. (6) Given the product [C:24]([O:23][C:21]([N:16]1[CH2:17][CH2:18][CH2:19][N:13]([C:5]2[N:4]([CH2:3][CH2:2][OH:1])[C:8]3[CH:9]=[CH:10][CH:11]=[CH:12][C:7]=3[N:6]=2)[CH2:14][CH2:15]1)=[O:22])([CH3:27])([CH3:26])[CH3:25], predict the reactants needed to synthesize it. The reactants are: [OH:1][CH2:2][CH2:3][N:4]1[C:8]2[CH:9]=[CH:10][CH:11]=[CH:12][C:7]=2[N:6]=[C:5]1[N:13]1[CH2:19][CH2:18][CH2:17][NH:16][CH2:15][CH2:14]1.O.[C:21](O[C:21]([O:23][C:24]([CH3:27])([CH3:26])[CH3:25])=[O:22])([O:23][C:24]([CH3:27])([CH3:26])[CH3:25])=[O:22].C(OCC)(=O)C. (7) Given the product [S:1]1[C:5]2[CH:6]=[CH:7][CH:8]=[CH:9][C:4]=2[N:3]=[C:2]1[NH:10][C:11]([C:13]1[CH:14]=[CH:15][CH:16]=[C:17]2[C:22]=1[CH2:21][N:20]([C:23]1[S:24][C:25]([CH2:32][CH2:33][CH2:34][OH:35])=[C:26]([C:28]([O:30][CH3:31])=[O:29])[N:27]=1)[CH2:19][CH2:18]2)=[O:12], predict the reactants needed to synthesize it. The reactants are: [S:1]1[C:5]2[CH:6]=[CH:7][CH:8]=[CH:9][C:4]=2[N:3]=[C:2]1[NH:10][C:11]([C:13]1[CH:14]=[CH:15][CH:16]=[C:17]2[C:22]=1[CH2:21][N:20]([C:23]1[S:24][C:25]([C:32]#[C:33][CH2:34][OH:35])=[C:26]([C:28]([O:30][CH3:31])=[O:29])[N:27]=1)[CH2:19][CH2:18]2)=[O:12]. (8) Given the product [CH3:37][O:38][C:39]1[CH:40]=[C:41]([CH2:42][CH2:43][NH:44][C:3]([C:5]2[N:14]3[C:8]([CH2:9][N:10]([C:19]([C:21]4[CH:26]=[CH:25][C:24]([C:27]5[CH:32]=[CH:31][CH:30]=[CH:29][C:28]=5[CH3:33])=[C:23]([CH3:34])[CH:22]=4)=[O:20])[C:11]4[CH:18]=[CH:17][CH:16]=[CH:15][C:12]=4[CH2:13]3)=[CH:7][CH:6]=2)=[O:4])[CH:45]=[CH:46][C:47]=1[O:48][CH3:49], predict the reactants needed to synthesize it. The reactants are: ClC(Cl)(Cl)[C:3]([C:5]1[N:14]2[C:8]([CH2:9][N:10]([C:19]([C:21]3[CH:26]=[CH:25][C:24]([C:27]4[CH:32]=[CH:31][CH:30]=[CH:29][C:28]=4[CH3:33])=[C:23]([CH3:34])[CH:22]=3)=[O:20])[C:11]3[CH:18]=[CH:17][CH:16]=[CH:15][C:12]=3[CH2:13]2)=[CH:7][CH:6]=1)=[O:4].[CH3:37][O:38][C:39]1[CH:40]=[C:41]([CH:45]=[CH:46][C:47]=1[O:48][CH3:49])[CH2:42][CH2:43][NH2:44]. (9) The reactants are: C1C=C(Cl)C=C(C(OO)=O)C=1.[Cl:12][C:13]1[CH:18]=[CH:17][CH:16]=[C:15]([Cl:19])[C:14]=1[N:20]1[CH:31]=[C:30]([C:32]2[CH:33]=[N:34][CH:35]=[CH:36][CH:37]=2)[C:23]2[N:24]=[C:25](SC)[N:26]=[CH:27][C:22]=2[C:21]1=[O:38].CCN(C(C)C)C(C)C.[NH2:48][C:49]1[CH:54]=[CH:53][C:52]([N:55]2[CH2:60][CH2:59][N:58]([C:61]([O:63][C:64]([CH3:67])([CH3:66])[CH3:65])=[O:62])[CH2:57][CH2:56]2)=[CH:51][CH:50]=1. Given the product [Cl:12][C:13]1[CH:18]=[CH:17][CH:16]=[C:15]([Cl:19])[C:14]=1[N:20]1[CH:31]=[C:30]([C:32]2[CH:33]=[N:34][CH:35]=[CH:36][CH:37]=2)[C:23]2[N:24]=[C:25]([NH:48][C:49]3[CH:54]=[CH:53][C:52]([N:55]4[CH2:60][CH2:59][N:58]([C:61]([O:63][C:64]([CH3:67])([CH3:66])[CH3:65])=[O:62])[CH2:57][CH2:56]4)=[CH:51][CH:50]=3)[N:26]=[CH:27][C:22]=2[C:21]1=[O:38], predict the reactants needed to synthesize it.